This data is from Full USPTO retrosynthesis dataset with 1.9M reactions from patents (1976-2016). The task is: Predict the reactants needed to synthesize the given product. (1) Given the product [F:32][CH:22]([F:21])[C:23]1[N:31]=[CH:30][CH:29]=[CH:28][C:24]=1[C:25]([NH:12][C:9]1[C:10]2[CH2:11][C:2]([CH3:13])([CH3:1])[CH2:3][CH2:4][C:5]=2[CH:6]=[CH:7][CH:8]=1)=[O:26], predict the reactants needed to synthesize it. The reactants are: [CH3:1][C:2]1([CH3:13])[CH2:11][C:10]2[C:9]([NH2:12])=[CH:8][CH:7]=[CH:6][C:5]=2[CH2:4][CH2:3]1.C(N(CC)CC)C.[F:21][CH:22]([F:32])[C:23]1[N:31]=[CH:30][CH:29]=[CH:28][C:24]=1[C:25](Cl)=[O:26]. (2) The reactants are: [OH:1][C:2]1([C:8]2[CH:13]=[CH:12][CH:11]=[CH:10][CH:9]=2)[CH2:7][CH2:6][NH:5][CH2:4][CH2:3]1.Br[CH2:15][C:16]1[CH:21]=[CH:20][C:19]([CH2:22][C:23]#[N:24])=[CH:18][CH:17]=1. Given the product [OH:1][C:2]1([C:8]2[CH:13]=[CH:12][CH:11]=[CH:10][CH:9]=2)[CH2:7][CH2:6][N:5]([CH2:15][C:16]2[CH:21]=[CH:20][C:19]([CH2:22][C:23]#[N:24])=[CH:18][CH:17]=2)[CH2:4][CH2:3]1, predict the reactants needed to synthesize it. (3) Given the product [Cl:38][C:22]1[C:23]([NH:25][C:26]2[CH:31]=[CH:30][CH:29]=[CH:28][C:27]=2[C:32]2[N:33]([CH3:37])[CH:34]=[CH:35][N:36]=2)=[N:24][C:19]([NH:16][C:13]2[CH:14]=[CH:15][C:8]3[CH2:7][CH2:6][CH:5]([NH:4][CH2:3][CH:2]([F:17])[F:1])[CH2:11][CH2:10][C:9]=3[CH:12]=2)=[N:20][CH:21]=1, predict the reactants needed to synthesize it. The reactants are: [F:1][CH:2]([F:17])[CH2:3][NH:4][CH:5]1[CH2:11][CH2:10][C:9]2[CH:12]=[C:13]([NH2:16])[CH:14]=[CH:15][C:8]=2[CH2:7][CH2:6]1.Cl[C:19]1[N:24]=[C:23]([NH:25][C:26]2[CH:31]=[CH:30][CH:29]=[CH:28][C:27]=2[C:32]2[N:33]([CH3:37])[CH:34]=[CH:35][N:36]=2)[C:22]([Cl:38])=[CH:21][N:20]=1. (4) Given the product [N+:18]([C:21]1[CH:22]=[CH:23][C:24]([CH2:25][NH:26][C:15](=[O:16])[CH2:14][CH2:13][C:5]2[CH:6]=[CH:7][C:8]([O:9][CH2:10][C:11]#[CH:12])=[C:3]([O:2][CH3:1])[CH:4]=2)=[CH:27][CH:28]=1)([O-:20])=[O:19], predict the reactants needed to synthesize it. The reactants are: [CH3:1][O:2][C:3]1[CH:4]=[C:5]([CH2:13][CH2:14][C:15](Cl)=[O:16])[CH:6]=[CH:7][C:8]=1[O:9][C:10]#[C:11][CH3:12].[N+:18]([C:21]1[CH:28]=[CH:27][C:24]([CH2:25][NH2:26])=[CH:23][CH:22]=1)([O-:20])=[O:19].C(N(CC)CC)C.O1CCCC1. (5) Given the product [CH2:1]([N:4]1[CH:8]=[CH:7][CH:6]=[C:5]1[C:9]([NH:17][C:16]1[CH:18]=[CH:19][CH:20]=[C:14]([CH2:12][CH3:13])[CH:15]=1)=[O:11])[CH:2]=[CH2:3], predict the reactants needed to synthesize it. The reactants are: [CH2:1]([N:4]1[CH:8]=[CH:7][CH:6]=[C:5]1[C:9]([OH:11])=O)[CH:2]=[CH2:3].[CH2:12]([C:14]1[CH:15]=[C:16]([CH:18]=[CH:19][CH:20]=1)[NH2:17])[CH3:13].C1N(P(Cl)(N2C(=O)OCC2)=O)C(=O)OC1.C(N(CC)CC)C.S([O-])(O)(=O)=O.[K+]. (6) Given the product [F:10][C:11]1[CH:12]=[C:13]([C:16]([O:18][CH3:19])=[O:17])[NH:14][CH:15]=1.[NH2:20][N:21]1[CH:25]=[C:24]([F:26])[CH:23]=[C:22]1[C:27]([O:29][CH3:30])=[O:28].[NH2:20][N:21]1[CH:25]=[C:24]([F:26])[CH:23]=[C:22]1[C:27]([NH2:5])=[O:29], predict the reactants needed to synthesize it. The reactants are: O[C@H]1C[NH:5][C@H](C(O)=O)C1.[F:10][C:11]1[CH:12]=[C:13]([C:16]([O:18][CH3:19])=[O:17])[NH:14][CH:15]=1.[NH2:20][N:21]1[CH:25]=[C:24]([F:26])[CH:23]=[C:22]1[C:27]([O:29][CH3:30])=[O:28]. (7) Given the product [Br:56][CH2:2][C:1]([C:4]1[N:12]2[C:7]([C:8]([NH2:13])=[N:9][CH:10]=[N:11]2)=[C:6]([C:14]2[CH:19]=[CH:18][C:17]([NH:20][C:21]([NH:23][C:24]3[CH:29]=[C:28]([C:30]([F:33])([F:32])[F:31])[CH:27]=[CH:26][C:25]=3[F:34])=[O:22])=[CH:16][CH:15]=2)[CH:5]=1)=[O:3], predict the reactants needed to synthesize it. The reactants are: [C:1]([C:4]1[N:12]2[C:7]([C:8]([NH2:13])=[N:9][CH:10]=[N:11]2)=[C:6]([C:14]2[CH:19]=[CH:18][C:17]([NH:20][C:21]([NH:23][C:24]3[CH:29]=[C:28]([C:30]([F:33])([F:32])[F:31])[CH:27]=[CH:26][C:25]=3[F:34])=[O:22])=[CH:16][CH:15]=2)[CH:5]=1)(=[O:3])[CH3:2].C(N(C(C)C)CC)(C)C.C[Si](OS(C(F)(F)F)(=O)=O)(C)C.[Br:56]N1C(C)(C)C(=O)N(Br)C1=O.